This data is from Peptide-MHC class II binding affinity with 134,281 pairs from IEDB. The task is: Regression. Given a peptide amino acid sequence and an MHC pseudo amino acid sequence, predict their binding affinity value. This is MHC class II binding data. (1) The peptide sequence is IIVGRGDSRLTYQWH. The MHC is DRB1_0404 with pseudo-sequence DRB1_0404. The binding affinity (normalized) is 0.470. (2) The peptide sequence is GELQIVLKIDAAFKI. The MHC is DRB1_0802 with pseudo-sequence DRB1_0802. The binding affinity (normalized) is 0.494. (3) The peptide sequence is VDIINRWQVVAPQLP. The MHC is HLA-DQA10101-DQB10501 with pseudo-sequence HLA-DQA10101-DQB10501. The binding affinity (normalized) is 0.180. (4) The peptide sequence is EKKYFAATQFEPNAA. The MHC is HLA-DPA10301-DPB10402 with pseudo-sequence HLA-DPA10301-DPB10402. The binding affinity (normalized) is 0.789.